From a dataset of Catalyst prediction with 721,799 reactions and 888 catalyst types from USPTO. Predict which catalyst facilitates the given reaction. (1) Reactant: [C:1]([C:3]1[CH:8]=[CH:7][C:6]([C:9]2[N:13]3[CH:14]=[C:15]([C:18]4[CH:28]=[CH:27][C:21]([C:22]([O:24]CC)=[O:23])=[CH:20][CH:19]=4)[N:16]=[CH:17][C:12]3=[N:11][CH:10]=2)=[CH:5][CH:4]=1)#[N:2].O[Li].O. Product: [C:1]([C:3]1[CH:4]=[CH:5][C:6]([C:9]2[N:13]3[CH:14]=[C:15]([C:18]4[CH:28]=[CH:27][C:21]([C:22]([OH:24])=[O:23])=[CH:20][CH:19]=4)[N:16]=[CH:17][C:12]3=[N:11][CH:10]=2)=[CH:7][CH:8]=1)#[N:2]. The catalyst class is: 87. (2) Product: [F:1][C:2]1[C:7]([C:8]2[N:12]([S:50]([C:48]3[S:49][C:45]([C:44]4[O:40][N:41]=[CH:42][CH:43]=4)=[CH:46][CH:47]=3)(=[O:51])=[O:52])[CH:11]=[C:10]([CH2:13][N:14]([CH3:22])[C:15](=[O:21])[O:16][C:17]([CH3:18])([CH3:19])[CH3:20])[CH:9]=2)=[CH:6][CH:5]=[CH:4][N:3]=1. The catalyst class is: 685. Reactant: [F:1][C:2]1[C:7]([C:8]2[NH:12][CH:11]=[C:10]([CH2:13][N:14]([CH3:22])[C:15](=[O:21])[O:16][C:17]([CH3:20])([CH3:19])[CH3:18])[CH:9]=2)=[CH:6][CH:5]=[CH:4][N:3]=1.[H-].[Na+].C1OCCOCCOCCOCCOC1.[O:40]1[C:44]([C:45]2[S:49][C:48]([S:50](Cl)(=[O:52])=[O:51])=[CH:47][CH:46]=2)=[CH:43][CH:42]=[N:41]1. (3) The catalyst class is: 9. Reactant: I[C:2]1[CH:3]=[CH:4][C:5]2[N:6]([CH:8]=[C:9]([NH:11][C:12]([CH:14]3[CH2:16][CH2:15]3)=[O:13])[N:10]=2)[N:7]=1.[CH3:17][C:18]1[NH:19][C:20]2[C:25]([CH:26]=1)=[CH:24][CH:23]=[C:22]([OH:27])[CH:21]=2.C(=O)([O-])[O-].[K+].[K+]. Product: [CH3:17][C:18]1[NH:19][C:20]2[C:25]([CH:26]=1)=[CH:24][CH:23]=[C:22]([O:27][C:2]1[CH:3]=[CH:4][C:5]3[N:6]([CH:8]=[C:9]([NH:11][C:12]([CH:14]4[CH2:16][CH2:15]4)=[O:13])[N:10]=3)[N:7]=1)[CH:21]=2. (4) Reactant: Cl[CH2:2][CH2:3][CH2:4][CH2:5][S:6]([NH:9][CH3:10])(=[O:8])=[O:7].[C-:11]#[N:12].[K+]. Product: [C:11]([CH2:2][CH2:3][CH2:4][CH2:5][S:6]([NH:9][CH3:10])(=[O:8])=[O:7])#[N:12]. The catalyst class is: 23. (5) Reactant: [Br:1][C:2]1[CH:11]=[C:10]2[C:5]([NH:6][C:7](=[O:21])[C:8]3[N:9]2[C:12]([CH:15]2[CH2:20][CH2:19][O:18][CH2:17][CH2:16]2)=[N:13][N:14]=3)=[CH:4][C:3]=1[C:22]([OH:24])=[O:23].S(=O)(=O)(O)O.[C:30](=O)([O-])O.[Na+]. Product: [Br:1][C:2]1[CH:11]=[C:10]2[C:5]([NH:6][C:7](=[O:21])[C:8]3[N:9]2[C:12]([CH:15]2[CH2:20][CH2:19][O:18][CH2:17][CH2:16]2)=[N:13][N:14]=3)=[CH:4][C:3]=1[C:22]([O:24][CH3:30])=[O:23]. The catalyst class is: 5. (6) Reactant: [CH3:1][C:2]1[O:3][CH:4]=[N:5][N:6]=1.[Li]CCCC.[CH2:12]([O:14][CH2:15][C:16](OCC)=[O:17])[CH3:13]. Product: [CH3:1][C:2]1[O:3][C:4]([C:16]([CH2:15][O:14][CH2:12][CH3:13])=[O:17])=[N:5][N:6]=1. The catalyst class is: 182. (7) Reactant: [CH3:1][CH2:2][CH2:3][CH2:4][CH2:5][CH:6]1[C:10](=[O:11])[CH2:9][CH2:8][CH:7]1[CH2:12][C:13](OC)=[O:14].[H-].[Al+3].[Li+].[H-].[H-].[H-]. Product: [CH2:5]([C@H:6]1[CH:10]([OH:11])[CH2:9][CH2:8][C@@H:7]1[CH2:12][CH2:13][OH:14])[CH2:4][CH2:3][CH2:2][CH3:1]. The catalyst class is: 7.